Predict the reaction yield, written as a fraction of the theoretical maximum amount of product (1.0 means a 100% yield; for example, 0.34 means a 34% yield). From a dataset of Reaction yield outcomes from USPTO patents with 853,638 reactions. (1) The reactants are C([O:3][C:4](=[O:32])[CH2:5][C:6]1[N:7]=[C:8]([NH:12][C:13](=[O:31])[CH:14]([C:21]2[CH:26]=[CH:25][C:24]([S:27]([CH3:30])(=[O:29])=[O:28])=[CH:23][CH:22]=2)[CH2:15][CH:16]2[CH2:20][CH2:19][CH2:18][CH2:17]2)[S:9][C:10]=1[CH3:11])C.[OH-].[Na+].Cl. The catalyst is O1CCOCC1. The product is [CH:16]1([CH2:15][CH:14]([C:21]2[CH:26]=[CH:25][C:24]([S:27]([CH3:30])(=[O:29])=[O:28])=[CH:23][CH:22]=2)[C:13]([NH:12][C:8]2[S:9][C:10]([CH3:11])=[C:6]([CH2:5][C:4]([OH:32])=[O:3])[N:7]=2)=[O:31])[CH2:20][CH2:19][CH2:18][CH2:17]1. The yield is 0.930. (2) The reactants are [N:1]1[CH:6]=[CH:5][CH:4]=[CH:3][C:2]=1[C:7]1[CH:8]=[N:9][C:10]([N:13]2[C:21]3[C:16](=[CH:17][CH:18]=[C:19]([C:22]([OH:24])=O)[CH:20]=3)[C:15]3([CH2:26][CH2:25]3)[CH2:14]2)=[N:11][CH:12]=1.CN(C(ON1N=NC2C=CC=CC1=2)=[N+](C)C)C.[B-](F)(F)(F)F.CN1CCOCC1.[CH3:56][NH:57][CH2:58][C:59]([NH2:61])=[O:60]. The catalyst is CN(C=O)C. The product is [NH2:61][C:59](=[O:60])[CH2:58][N:57]([CH3:56])[C:22]([C:19]1[CH:20]=[C:21]2[C:16]([C:15]3([CH2:25][CH2:26]3)[CH2:14][N:13]2[C:10]2[N:9]=[CH:8][C:7]([C:2]3[CH:3]=[CH:4][CH:5]=[CH:6][N:1]=3)=[CH:12][N:11]=2)=[CH:17][CH:18]=1)=[O:24]. The yield is 0.500.